This data is from Full USPTO retrosynthesis dataset with 1.9M reactions from patents (1976-2016). The task is: Predict the reactants needed to synthesize the given product. (1) The reactants are: [S:1]1[C:5]2[CH:6]=[CH:7][CH:8]=[CH:9][C:4]=2[CH:3]=[C:2]1[CH2:10][O:11][CH2:12][C:13]1[O:17][N:16]=[C:15]([C:18]([O:20]CC)=[O:19])[CH:14]=1.[OH-].[Na+]. Given the product [S:1]1[C:5]2[CH:6]=[CH:7][CH:8]=[CH:9][C:4]=2[CH:3]=[C:2]1[CH2:10][O:11][CH2:12][C:13]1[O:17][N:16]=[C:15]([C:18]([OH:20])=[O:19])[CH:14]=1, predict the reactants needed to synthesize it. (2) Given the product [CH3:8][S:9]([O:12][C@@H:13]([CH2:17][C:18]1[CH:23]=[CH:22][CH:21]=[CH:20][CH:19]=1)[C:14]([OH:16])=[O:15])(=[O:11])=[O:10].[OH:12][CH:13]([CH2:7][C:1]1[CH:6]=[CH:5][CH:4]=[CH:3][CH:2]=1)[C:14]([OH:16])=[O:15], predict the reactants needed to synthesize it. The reactants are: [C:1]1([CH3:7])[CH:6]=[CH:5][CH:4]=[CH:3][CH:2]=1.[CH3:8][S:9]([O:12][C@@H:13]([CH2:17][C:18]1[CH:23]=[CH:22][CH:21]=[CH:20][CH:19]=1)[C:14]([OH:16])=[O:15])(=[O:11])=[O:10]. (3) The reactants are: C(OC([N:11]1[CH2:15][C@H:14]([O:16][CH3:17])[CH2:13][C@H:12]1[CH2:18][OH:19])=O)C1C=CC=CC=1. Given the product [CH3:17][O:16][C@H:14]1[CH2:15][NH:11][C@H:12]([CH2:18][OH:19])[CH2:13]1, predict the reactants needed to synthesize it. (4) Given the product [CH3:24][O:23][C:21]([CH:14]1[CH2:15][CH2:16][C:17](=[CH:32][N+:33]([O-:35])=[O:34])[N:13]1[CH2:6][C:7]1[CH:8]=[CH:9][CH:10]=[CH:11][CH:12]=1)=[O:22], predict the reactants needed to synthesize it. The reactants are: F[B-](F)(F)F.[CH2:6]([N+:13]1[CH:14]([C:21]([O:23][CH3:24])=[O:22])[CH2:15][CH2:16][C:17]=1OCC)[C:7]1[CH:12]=[CH:11][CH:10]=[CH:9][CH:8]=1.CCN(CC)CC.[CH3:32][N+:33]([O-:35])=[O:34]. (5) Given the product [Si:29]([O:36][CH:37]([C:39]1[CH:40]=[CH:41][C:42]([C:45](=[O:46])[CH2:12][CH2:11][C:10](=[O:13])[CH:9]([C:6]2[CH:5]=[CH:4][C:3]([S:2][CH3:1])=[CH:8][N:7]=2)[CH2:14][CH:15]2[CH2:16][CH2:17][O:18][CH2:19][CH2:20]2)=[N:43][CH:44]=1)[CH3:38])([C:32]([CH3:35])([CH3:33])[CH3:34])([CH3:31])[CH3:30], predict the reactants needed to synthesize it. The reactants are: [CH3:1][S:2][C:3]1[CH:4]=[CH:5][C:6]([CH:9]([CH2:14][CH:15]2[CH2:20][CH2:19][O:18][CH2:17][CH2:16]2)[C:10](=[O:13])[CH:11]=[CH2:12])=[N:7][CH:8]=1.C(O)C.O1CCCC1.[Si:29]([O:36][CH:37]([C:39]1[CH:40]=[CH:41][C:42]([CH:45]=[O:46])=[N:43][CH:44]=1)[CH3:38])([C:32]([CH3:35])([CH3:34])[CH3:33])([CH3:31])[CH3:30]. (6) Given the product [OH:5][CH2:4][CH2:3][O:6][C:8]1[N:13]=[C:12]([C:14]2[CH:15]=[CH:16][N:17]=[CH:18][CH:19]=2)[N:11]=[C:10]([NH:20][S:21](=[O:32])(=[O:33])[NH:22][C:23]2[CH:28]=[CH:27][C:26]([CH:29]([CH3:31])[CH3:30])=[CH:25][CH:24]=2)[C:9]=1[O:34][C:35]1[CH:40]=[CH:39][CH:38]=[CH:37][C:36]=1[O:41][CH3:42], predict the reactants needed to synthesize it. The reactants are: [H-].[Na+].[CH2:3]([OH:6])[CH2:4][OH:5].Cl[C:8]1[N:13]=[C:12]([C:14]2[CH:19]=[CH:18][N:17]=[CH:16][CH:15]=2)[N:11]=[C:10]([NH:20][S:21](=[O:33])(=[O:32])[NH:22][C:23]2[CH:28]=[CH:27][C:26]([CH:29]([CH3:31])[CH3:30])=[CH:25][CH:24]=2)[C:9]=1[O:34][C:35]1[CH:40]=[CH:39][CH:38]=[CH:37][C:36]=1[O:41][CH3:42]. (7) Given the product [CH2:14]([O:16][C:17](=[O:22])[C:18]([C:2]1[CH:7]=[CH:6][C:5]([C:8]2[CH:13]=[CH:12][CH:11]=[CH:10][CH:9]=2)=[CH:4][CH:3]=1)([F:20])[F:19])[CH3:15], predict the reactants needed to synthesize it. The reactants are: I[C:2]1[CH:7]=[CH:6][C:5]([C:8]2[CH:13]=[CH:12][CH:11]=[CH:10][CH:9]=2)=[CH:4][CH:3]=1.[CH2:14]([O:16][C:17](=[O:22])[C:18](Br)([F:20])[F:19])[CH3:15]. (8) Given the product [C:28]([C:30]1[CH:34]=[CH:33][N:32]([C:2]2[N:7]=[N:6][C:5]([N:8]([CH2:16][C:17]3([C:21]4[C:26]([F:27])=[CH:25][CH:24]=[CH:23][N:22]=4)[CH2:20][CH2:19][CH2:18]3)[C:9](=[O:15])[O:10][C:11]([CH3:13])([CH3:12])[CH3:14])=[CH:4][CH:3]=2)[CH:31]=1)#[N:29], predict the reactants needed to synthesize it. The reactants are: F[C:2]1[N:7]=[N:6][C:5]([N:8]([CH2:16][C:17]2([C:21]3[C:26]([F:27])=[CH:25][CH:24]=[CH:23][N:22]=3)[CH2:20][CH2:19][CH2:18]2)[C:9](=[O:15])[O:10][C:11]([CH3:14])([CH3:13])[CH3:12])=[CH:4][CH:3]=1.[C:28]([C:30]1[CH:34]=[CH:33][NH:32][CH:31]=1)#[N:29].C(=O)([O-])[O-].[K+].[K+].C(OCC)(=O)C. (9) Given the product [OH:1][C:2]1[CH:3]=[C:4]2[C:9](=[CH:10][CH:11]=1)[NH:8][C:7]([C:12]([N:8]1[CH2:9][CH2:27][CH:28]([CH2:23][O:16][C:17]3[CH:18]=[CH:19][CH:20]=[CH:21][CH:22]=3)[CH2:6][CH2:7]1)=[O:14])=[CH:6][C:5]2=[O:15], predict the reactants needed to synthesize it. The reactants are: [OH:1][C:2]1[CH:3]=[C:4]2[C:9](=[CH:10][CH:11]=1)[NH:8][C:7]([C:12]([OH:14])=O)=[CH:6][C:5]2=[O:15].[O:16]([CH:23]1[CH2:28][CH2:27]N(C)CC1)[C:17]1[CH:22]=[CH:21][CH:20]=[CH:19][CH:18]=1. (10) Given the product [F:1][C:2]1[CH:7]=[CH:6][C:5]([S:8]([NH:15][CH2:14][CH2:12][OH:13])(=[O:10])=[O:9])=[CH:4][CH:3]=1, predict the reactants needed to synthesize it. The reactants are: [F:1][C:2]1[CH:7]=[CH:6][C:5]([S:8](Cl)(=[O:10])=[O:9])=[CH:4][CH:3]=1.[CH2:12]([CH2:14][NH2:15])[OH:13].